From a dataset of Forward reaction prediction with 1.9M reactions from USPTO patents (1976-2016). Predict the product of the given reaction. (1) Given the reactants [CH2:1]([N:3](CC)[CH2:4]C)C.Cl.COC(=O)CN.Cl[C:16]1[N:24]=[C:23]2[C:19]([N:20]=[CH:21][N:22]2[CH2:25][C:26]2[CH:31]=[CH:30][C:29]([O:32][CH3:33])=[CH:28][CH:27]=2)=[C:18]([C:34]2[O:35][CH:36]=[CH:37][CH:38]=2)[N:17]=1, predict the reaction product. The product is: [CH3:1][N:3]([C:16]1[N:24]=[C:23]2[C:19]([N:20]=[CH:21][N:22]2[CH2:25][C:26]2[CH:31]=[CH:30][C:29]([O:32][CH3:33])=[CH:28][CH:27]=2)=[C:18]([C:34]2[O:35][CH:36]=[CH:37][CH:38]=2)[N:17]=1)[CH3:4]. (2) Given the reactants [C:1]([O:5][C:6]([N:8]1[CH2:12][CH2:11][CH2:10][CH:9]1[C:13]([N:15]1[CH2:20][CH2:19][NH:18][CH2:17][CH2:16]1)=[O:14])=[O:7])([CH3:4])([CH3:3])[CH3:2].C(N(C(C)C)CC)(C)C.Cl[C:31]1[CH:36]=[C:35]([NH:37][CH2:38][C:39]2[CH:44]=[CH:43][C:42]([Cl:45])=[CH:41][C:40]=2[Cl:46])[N:34]2[N:47]=[CH:48][CH:49]=[C:33]2[N:32]=1.C(OCC)(=O)C, predict the reaction product. The product is: [C:1]([O:5][C:6]([N:8]1[CH2:12][CH2:11][CH2:10][CH:9]1[C:13]([N:15]1[CH2:20][CH2:19][N:18]([C:31]2[CH:36]=[C:35]([NH:37][CH2:38][C:39]3[CH:44]=[CH:43][C:42]([Cl:45])=[CH:41][C:40]=3[Cl:46])[N:34]3[N:47]=[CH:48][CH:49]=[C:33]3[N:32]=2)[CH2:17][CH2:16]1)=[O:14])=[O:7])([CH3:4])([CH3:2])[CH3:3]. (3) Given the reactants [Br:1][C:2]1[CH:3]=[C:4]([NH2:9])[C:5]([NH2:8])=[CH:6][CH:7]=1.[F:10][C:11]1[CH:19]=[C:18]([S:20]([CH3:23])(=[O:22])=[O:21])[CH:17]=[CH:16][C:12]=1[C:13](O)=O.[OH-].[Na+], predict the reaction product. The product is: [Br:1][C:2]1[CH:7]=[CH:6][C:5]2[NH:8][C:13]([C:12]3[CH:16]=[CH:17][C:18]([S:20]([CH3:23])(=[O:21])=[O:22])=[CH:19][C:11]=3[F:10])=[N:9][C:4]=2[CH:3]=1. (4) The product is: [C:28]([C:32]1[N:33]=[C:34]([N:53]2[CH2:54][CH2:55][O:56][C:51]([CH3:57])([CH3:50])[CH2:52]2)[C:35]2[N:40]=[N:39][N:38]([CH2:41][C:42]3[CH:47]=[CH:46][CH:45]=[CH:44][C:43]=3[Cl:48])[C:36]=2[N:37]=1)([CH3:31])([CH3:30])[CH3:29]. Given the reactants C(C1N=C(N2CCOCC2)C2N=NN(CC3C=CC=CC=3Cl)C=2N=1)(C)(C)C.[C:28]([C:32]1[N:33]=[C:34](Cl)[C:35]2[N:40]=[N:39][N:38]([CH2:41][C:42]3[CH:47]=[CH:46][CH:45]=[CH:44][C:43]=3[Cl:48])[C:36]=2[N:37]=1)([CH3:31])([CH3:30])[CH3:29].[CH3:50][C:51]1([CH3:57])[O:56][CH2:55][CH2:54][NH:53][CH2:52]1, predict the reaction product. (5) Given the reactants C([N:3]1[CH2:8]COCC1)C.[CH3:9][O:10][C:11]1[CH:20]=[C:19]2[C:14]([C:15]([C:38]3[CH:43]=[CH:42][C:41]([O:44][CH3:45])=[CH:40][CH:39]=3)=[N:16][N:17]=[C:18]2[NH:21][CH:22]2[CH2:27][CH2:26][N:25]([CH2:28][C:29]3[CH:34]=[CH:33][C:32](C(O)=O)=[CH:31][CH:30]=3)[CH2:24][CH2:23]2)=[CH:13][CH:12]=1.[Cl:46]C(OCC)=[O:48].N, predict the reaction product. The product is: [ClH:46].[ClH:46].[CH3:9][O:10][C:11]1[CH:20]=[C:19]2[C:14]([C:15]([C:38]3[CH:39]=[CH:40][C:41]([O:44][CH3:45])=[CH:42][CH:43]=3)=[N:16][N:17]=[C:18]2[NH:21][CH:22]2[CH2:27][CH2:26][N:25]([CH2:28][C:29]3[CH:34]=[CH:33][C:32]([NH:3][CH:8]=[O:48])=[CH:31][CH:30]=3)[CH2:24][CH2:23]2)=[CH:13][CH:12]=1. (6) Given the reactants [CH3:1][O:2][C:3]1[CH:4]=[C:5]2[C:10](=[CH:11][C:12]=1[O:13][CH3:14])[N:9]=[CH:8][CH:7]=[C:6]2[O:15][C:16]1[C:22]([CH3:23])=[CH:21][C:19]([NH2:20])=[C:18]([CH3:24])[CH:17]=1.C1(C)C=CC=CC=1.C(N(CC)CC)C.Cl[C:40](Cl)([O:42][C:43](=[O:49])OC(Cl)(Cl)Cl)Cl.[F:51][C:52]([F:63])([F:62])[C:53]1[CH:54]=[C:55]([CH:59]=[CH:60][CH:61]=1)[CH2:56]CO, predict the reaction product. The product is: [CH3:1][O:2][C:3]1[CH:4]=[C:5]2[C:10](=[CH:11][C:12]=1[O:13][CH3:14])[N:9]=[CH:8][CH:7]=[C:6]2[O:15][C:16]1[C:22]([CH3:23])=[CH:21][C:19]([NH:20][C:43](=[O:49])[O:42][CH2:40][CH2:56][C:55]2[CH:59]=[CH:60][CH:61]=[C:53]([C:52]([F:51])([F:62])[F:63])[CH:54]=2)=[C:18]([CH3:24])[CH:17]=1. (7) Given the reactants [CH3:1][C:2]1[CH:7]=[CH:6][CH:5]=[CH:4][C:3]=1[NH:8][S:9]([C:12]1[CH:17]=[C:16]([N+:18]([O-:20])=[O:19])[CH:15]=[CH:14][C:13]=1[CH3:21])(=[O:11])=[O:10].C([O-])([O-])=O.[K+].[K+].I[CH2:29][CH3:30], predict the reaction product. The product is: [CH2:29]([N:8]([C:3]1[CH:4]=[CH:5][CH:6]=[CH:7][C:2]=1[CH3:1])[S:9]([C:12]1[CH:17]=[C:16]([N+:18]([O-:20])=[O:19])[CH:15]=[CH:14][C:13]=1[CH3:21])(=[O:11])=[O:10])[CH3:30]. (8) Given the reactants [F:1][C:2]1[C:7]([CH:8]2[CH2:12][CH2:11][N:10]([C:13]([O:15]C(C)(C)C)=O)[CH2:9]2)=[CH:6][CH:5]=[CH:4][N:3]=1.F[C:21](F)(F)C(O)=O.C(OC(=O)C)(=O)C.C(=O)(O)[O-].[Na+], predict the reaction product. The product is: [F:1][C:2]1[C:7]([CH:8]2[CH2:12][CH2:11][N:10]([C:13](=[O:15])[CH3:21])[CH2:9]2)=[CH:6][CH:5]=[CH:4][N:3]=1. (9) Given the reactants [Br:1][C:2]1[CH:7]=[CH:6][C:5]([CH2:8]Br)=[CH:4][CH:3]=1.[P:10]([O:17]CC)([O:14][CH2:15][CH3:16])[O:11][CH2:12][CH3:13], predict the reaction product. The product is: [Br:1][C:2]1[CH:7]=[CH:6][C:5]([CH2:8][P:10](=[O:17])([O:14][CH2:15][CH3:16])[O:11][CH2:12][CH3:13])=[CH:4][CH:3]=1. (10) Given the reactants [CH2:1]([N:8]1[N:12]=[N:11][C:10]([C@@H:13]2[C@@H:17]([OH:18])[C@@H:16]([OH:19])[C@H:15]([N:20]3[CH:28]=[N:27][C:26]4[C:21]3=[N:22][C:23]([Cl:44])=[N:24][C:25]=4[NH:29][CH2:30][CH:31](C3C=CC=CC=3)[C:32]3[CH:37]=[CH:36][CH:35]=[CH:34][CH:33]=3)[O:14]2)=[N:9]1)[C:2]1[CH:7]=[CH:6][CH:5]=[CH:4][CH:3]=1.N[C@@H](CC1C=CC=CC=1)[CH2:47][OH:48], predict the reaction product. The product is: [CH2:31]([C@H:30]([NH:29][C:25]1[N:24]=[C:23]([Cl:44])[N:22]=[C:21]2[C:26]=1[N:27]=[CH:28][N:20]2[C@H:15]1[C@H:16]([OH:19])[C@H:17]([OH:18])[C@@H:13]([C:10]2[N:11]=[N:12][N:8]([CH2:1][C:2]3[CH:7]=[CH:6][CH:5]=[CH:4][CH:3]=3)[N:9]=2)[O:14]1)[CH2:47][OH:48])[C:32]1[CH:37]=[CH:36][CH:35]=[CH:34][CH:33]=1.